From a dataset of Catalyst prediction with 721,799 reactions and 888 catalyst types from USPTO. Predict which catalyst facilitates the given reaction. (1) Reactant: [Cl:1][C:2]1[CH:9]=[CH:8][CH:7]=[C:6]([Cl:10])[C:3]=1[CH:4]=O.[S:11]1[CH2:17][C:15](=[O:16])[NH:14][C:12]1=[S:13].C([O-])(=O)C.[Na+]. Product: [Cl:1][C:2]1[CH:9]=[CH:8][CH:7]=[C:6]([Cl:10])[C:3]=1[CH:4]=[C:17]1[S:11][C:12](=[S:13])[NH:14][C:15]1=[O:16]. The catalyst class is: 15. (2) Reactant: [Br:1][C:2]1[N:7]=[CH:6][C:5]([NH2:8])=[CH:4][CH:3]=1.Cl[C:10]1[CH:18]=[CH:17][C:16]([Cl:19])=[CH:15][C:11]=1[C:12]([OH:14])=[O:13].O. Product: [Br:1][C:2]1[N:7]=[CH:6][C:5]([NH:8][C:10]2[CH:18]=[CH:17][C:16]([Cl:19])=[CH:15][C:11]=2[C:12]([OH:14])=[O:13])=[CH:4][CH:3]=1. The catalyst class is: 57. (3) Reactant: [CH2:1]([O:3][C:4]1[CH:31]=[CH:30][C:7]([CH2:8][C:9]2[N:13]([CH2:14][CH2:15][CH:16]([CH3:18])[CH3:17])[C:12]3[CH:19]=[CH:20][C:21]([C:23]([N:25]([CH2:28][CH3:29])[CH2:26][CH3:27])=[O:24])=[CH:22][C:11]=3[N:10]=2)=[CH:6][CH:5]=1)[CH3:2].[O:32]1CCOCC1. Product: [CH2:1]([O:3][C:4]1[CH:5]=[CH:6][C:7]([C:8]([C:9]2[N:13]([CH2:14][CH2:15][CH:16]([CH3:17])[CH3:18])[C:12]3[CH:19]=[CH:20][C:21]([C:23]([N:25]([CH2:28][CH3:29])[CH2:26][CH3:27])=[O:24])=[CH:22][C:11]=3[N:10]=2)=[O:32])=[CH:30][CH:31]=1)[CH3:2]. The catalyst class is: 177. (4) Reactant: [Cl:1][S:2]([C:5]1[CH:6]=[CH:7][C:8]([O:14][CH3:15])=[C:9]([CH:13]=1)[C:10]([OH:12])=[O:11])(=[O:4])=[O:3].O=S(Cl)Cl.[C:20]1([CH3:32])[CH:25]=[CH:24][C:23]([S:26]([CH2:29][CH2:30]O)(=[O:28])=[O:27])=[CH:22][CH:21]=1. Product: [Cl:1][S:2]([C:5]1[CH:6]=[CH:7][C:8]([O:14][CH3:15])=[C:9]([CH:13]=1)[C:10]([O:12][CH2:30][CH2:29][S:26]([C:23]1[CH:24]=[CH:25][C:20]([CH3:32])=[CH:21][CH:22]=1)(=[O:28])=[O:27])=[O:11])(=[O:4])=[O:3]. The catalyst class is: 2. (5) Reactant: [C:1]([C:4]1[CH:5]=[CH:6][C:7]([NH:10][S:11]([C:14]2[CH:15]=[C:16]3[C:21](=[CH:22][CH:23]=2)[N:20]=[C:19](Cl)[CH:18]=[CH:17]3)(=[O:13])=[O:12])=[N:8][CH:9]=1)(=[O:3])[CH3:2].[CH3:25][N:26]1[CH2:31][CH2:30][NH:29][CH2:28][CH2:27]1. Product: [C:1]([C:4]1[CH:5]=[CH:6][C:7]([NH:10][S:11]([C:14]2[CH:15]=[C:16]3[C:21](=[CH:22][CH:23]=2)[N:20]=[C:19]([N:29]2[CH2:30][CH2:31][N:26]([CH3:25])[CH2:27][CH2:28]2)[CH:18]=[CH:17]3)(=[O:13])=[O:12])=[N:8][CH:9]=1)(=[O:3])[CH3:2]. The catalyst class is: 44.